This data is from NCI-60 drug combinations with 297,098 pairs across 59 cell lines. The task is: Regression. Given two drug SMILES strings and cell line genomic features, predict the synergy score measuring deviation from expected non-interaction effect. Drug 1: C1=CN(C(=O)N=C1N)C2C(C(C(O2)CO)O)O.Cl. Drug 2: CC=C1C(=O)NC(C(=O)OC2CC(=O)NC(C(=O)NC(CSSCCC=C2)C(=O)N1)C(C)C)C(C)C. Cell line: MOLT-4. Synergy scores: CSS=85.0, Synergy_ZIP=0.241, Synergy_Bliss=0.109, Synergy_Loewe=-0.702, Synergy_HSA=0.790.